Dataset: Drug-target binding data from BindingDB using IC50 measurements. Task: Regression. Given a target protein amino acid sequence and a drug SMILES string, predict the binding affinity score between them. We predict pIC50 (pIC50 = -log10(IC50 in M); higher means more potent). Dataset: bindingdb_ic50. (1) The drug is CCCCCCCCCCCCCCCC(=O)OC[C@H](O)[C@@H]1OC(=O)C(O)C1O. The target protein (P14925) has sequence MAGRARSGLLLLLLGLLALQSSCLAFRSPLSVFKRFKETTRSFSNECLGTIGPVTPLDASDFALDIRMPGVTPKESDTYFCMSMRLPVDEEAFVIDFKPRASMDTVHHMLLFGCNMPSSTGSYWFCDEGTCTDKANILYAWARNAPPTRLPKGVGFRVGGETGSKYFVLQVHYGDISAFRDNHKDCSGVSVHLTRVPQPLIAGMYLMMSVDTVIPPGEKVVNADISCQYKMYPMHVFAYRVHTHHLGKVVSGYRVRNGQWTLIGRQNPQLPQAFYPVEHPVDVTFGDILAARCVFTGEGRTEATHIGGTSSDEMCNLYIMYYMEAKYALSFMTCTKNVAPDMFRTIPAEANIPIPVKPDMVMMHGHHKEAENKEKSALMQQPKQGEEEVLEQGDFYSLLSKLLGEREDVHVHKYNPTEKTESGSDLVAEIANVVQKKDLGRSDAREGAEHEEWGNAILVRDRIHRFHQLESTLRPAESRAFSFQQPGEGPWEPEPSGDFH.... The pIC50 is 4.5. (2) The drug is O=C1c2ccccc2C(=O)N1c1nnc(-c2ccc(Cl)cc2)[nH]1. The target protein (P05186) has sequence MISPFLVLAIGTCLTNSLVPEKEKDPKYWRDQAQETLKYALELQKLNTNVAKNVIMFLGDGMGVSTVTAARILKGQLHHNPGEETRLEMDKFPFVALSKTYNTNAQVPDSAGTATAYLCGVKANEGTVGVSAATERSRCNTTQGNEVTSILRWAKDAGKSVGIVTTTRVNHATPSAAYAHSADRDWYSDNEMPPEALSQGCKDIAYQLMHNIRDIDVIMGGGRKYMYPKNKTDVEYESDEKARGTRLDGLDLVDTWKSFKPRYKHSHFIWNRTELLTLDPHNVDYLLGLFEPGDMQYELNRNNVTDPSLSEMVVVAIQILRKNPKGFFLLVEGGRIDHGHHEGKAKQALHEAVEMDRAIGQAGSLTSSEDTLTVVTADHSHVFTFGGYTPRGNSIFGLAPMLSDTDKKPFTAILYGNGPGYKVVGGERENVSMVDYAHNNYQAQSAVPLRHETHGGEDVAVFSKGPMAHLLHGVHEQNYVPHVMAYAACIGANLGHCAPA.... The pIC50 is 5.6. (3) The small molecule is CCN(CC)C(=O)CCCC[C@H]1CC[C@H](N(C)S(=O)(=O)c2ccc(C(F)(F)F)cc2)CC1. The target protein (P38604) has sequence MTEFYSDTIGLPKTDPRLWRLRTDELGRESWEYLTPQQAANDPPSTFTQWLLQDPKFPQPHPERNKHSPDFSAFDACHNGASFFKLLQEPDSGIFPCQYKGPMFMTIGYVAVNYIAGIEIPEHERIELIRYIVNTAHPVDGGWGLHSVDKSTVFGTVLNYVILRLLGLPKDHPVCAKARSTLLRLGGAIGSPHWGKIWLSALNLYKWEGVNPAPPETWLLPYSLPMHPGRWWVHTRGVYIPVSYLSLVKFSCPMTPLLEELRNEIYTKPFDKINFSKNRNTVCGVDLYYPHSTTLNIANSLVVFYEKYLRNRFIYSLSKKKVYDLIKTELQNTDSLCIAPVNQAFCALVTLIEEGVDSEAFQRLQYRFKDALFHGPQGMTIMGTNGVQTWDCAFAIQYFFVAGLAERPEFYNTIVSAYKFLCHAQFDTECVPGSYRDKRKGAWGFSTKTQGYTVADCTAEAIKAIIMVKNSPVFSEVHHMISSERLFEGIDVLLNLQNIG.... The pIC50 is 4.0. (4) The compound is NN1C(=O)c2c(-c3ccccc3)cc3[nH]c4ccc(O)cc4c3c2C1=O. The target protein (P30291) has sequence MSFLSRQQPPPPRRAGAACTLRQKLIFSPCSDCEEEEEEEEEEGSGHSTGEDSAFQEPDSPLPPARSPTEPGPERRRSPGPAPGSPGELEEDLLLPGACPGADEAGGGAEGDSWEEEGFGSSSPVKSPAAPYFLGSSFSPVRCGGPGDASPRGCGARRAGEGRRSPRPDHPGTPPHKTFRKLRLFDTPHTPKSLLSKARGIDSSSVKLRGSSLFMDTEKSGKREFDVRQTPQVNINPFTPDSLLLHSSGQCRRRKRTYWNDSCGEDMEASDYELEDETRPAKRITITESNMKSRYTTEFHELEKIGSGEFGSVFKCVKRLDGCIYAIKRSKKPLAGSVDEQNALREVYAHAVLGQHSHVVRYFSAWAEDDHMLIQNEYCNGGSLADAISENYRIMSYFKEAELKDLLLQVGRGLRYIHSMSLVHMDIKPSNIFISRTSIPNAASEEGDEDDWASNKVMFKIGDLGHVTRISSPQVEEGDSRFLANEVLQENYTHLPKADI.... The pIC50 is 5.4. (5) The compound is CC(C)c1cc(/C=C2\C(=O)Nc3ccc(Cl)cc32)cc(C(C)C)c1O. The target protein (P08069) has sequence MKSGSGGGSPTSLWGLLFLSAALSLWPTSGEICGPGIDIRNDYQQLKRLENCTVIEGYLHILLISKAEDYRSYRFPKLTVITEYLLLFRVAGLESLGDLFPNLTVIRGWKLFYNYALVIFEMTNLKDIGLYNLRNITRGAIRIEKNADLCYLSTVDWSLILDAVSNNYIVGNKPPKECGDLCPGTMEEKPMCEKTTINNEYNYRCWTTNRCQKMCPSTCGKRACTENNECCHPECLGSCSAPDNDTACVACRHYYYAGVCVPACPPNTYRFEGWRCVDRDFCANILSAESSDSEGFVIHDGECMQECPSGFIRNGSQSMYCIPCEGPCPKVCEEEKKTKTIDSVTSAQMLQGCTIFKGNLLINIRRGNNIASELENFMGLIEVVTGYVKIRHSHALVSLSFLKNLRLILGEEQLEGNYSFYVLDNQNLQQLWDWDHRNLTIKAGKMYFAFNPKLCVSEIYRMEEVTGTKGRQSKGDINTRNNGERASCESDVLHFTSTTT.... The pIC50 is 4.0. (6) The small molecule is CCCCCCOc1ccc(C(=O)NCC2CCCCC2(C)C)cc1. The target protein (O70344) has sequence MAAASSPPRTERKRGGWGRLLGSRRGSASLAKKCPFSLELAEGGPAGGTLYAPVAPPGALSPGSPAPPASPAAPPAGLELGPRPPVSLDPRVSIYSARRPLLARTHIQGRVYNFLERPTGWKCFVYHFAVFLIVLACLIFSVLSTIEQYAALATGTLFWMEIVLVVFFGTEYVVRLWSAGCRSKYVGIWGRLRFARKPISIIDLIVVVASMVVLCVGSKGQVFATSAIRGIRFLQILRMLHVDRQGGTWRLLGSVVFIHRQELITTLYIGFLGLIFSSYFVYLAEKDAVNESGRVEFGSYADALWWGVVTVTTIGYGDKVPQTWVGKTIASCFSVFAISFFALPAGILGSGFALKVQQKQRQKHFNRQIPAAASLIQTAWRCYAAENPDSSTWKIYVRKPARSHTLLSPSPKPKKSAMVRKKKFKPDKDNGVSPGEKMLTVPHITCDPPEERRPDHFSVDGYDSSVRKSPTLLEVSPTHFMRTNSFAEDLDLEGETLLTP.... The pIC50 is 5.5. (7) The small molecule is Cc1cc(OCc2nnc(SC3CCCC3)n2-c2cccnc2)ccc1-c1ccc(C#N)cc1. The target protein (P55072) has sequence MASGADSKGDDLSTAILKQKNRPNRLIVDEAINEDNSVVSLSQPKMDELQLFRGDTVLLKGKKRREAVCIVLSDDTCSDEKIRMNRVVRNNLRVRLGDVISIQPCPDVKYGKRIHVLPIDDTVEGITGNLFEVYLKPYFLEAYRPIRKGDIFLVRGGMRAVEFKVVETDPSPYCIVAPDTVIHCEGEPIKREDEEESLNEVGYDDIGGCRKQLAQIKEMVELPLRHPALFKAIGVKPPRGILLYGPPGTGKTLIARAVANETGAFFFLINGPEIMSKLAGESESNLRKAFEEAEKNAPAIIFIDELDAIAPKREKTHGEVERRIVSQLLTLMDGLKQRAHVIVMAATNRPNSIDPALRRFGRFDREVDIGIPDATGRLEILQIHTKNMKLADDVDLEQVANETHGHVGADLAALCSEAALQAIRKKMDLIDLEDETIDAEVMNSLAVTMDDFRWALSQSNPSALRETVVEVPQVTWEDIGGLEDVKRELQELVQYPVEHP.... The pIC50 is 7.2.